This data is from Full USPTO retrosynthesis dataset with 1.9M reactions from patents (1976-2016). The task is: Predict the reactants needed to synthesize the given product. (1) Given the product [CH:6]([NH:10][C:11]1[CH:12]=[C:13]([N:21]([CH2:29][CH:30]2[CH2:35][CH2:34][O:33][CH2:32][CH2:31]2)[C:22](=[O:28])[O:23][C:24]([CH3:27])([CH3:26])[CH3:25])[C:14]2[N:15]([C:17]([C:45]3[CH:44]=[CH:43][C:42]([C:40](=[O:41])[NH:39][CH:36]4[CH2:38][CH2:37]4)=[CH:47][CH:46]=3)=[CH:18][N:19]=2)[N:16]=1)([CH2:8][CH3:9])[CH3:7], predict the reactants needed to synthesize it. The reactants are: CN(C=O)C.[CH:6]([NH:10][C:11]1[CH:12]=[C:13]([N:21]([CH2:29][CH:30]2[CH2:35][CH2:34][O:33][CH2:32][CH2:31]2)[C:22](=[O:28])[O:23][C:24]([CH3:27])([CH3:26])[CH3:25])[C:14]2[N:15]([C:17](I)=[CH:18][N:19]=2)[N:16]=1)([CH2:8][CH3:9])[CH3:7].[CH:36]1([NH:39][C:40]([C:42]2[CH:47]=[CH:46][C:45](B3OC(C)(C)C(C)(C)O3)=[CH:44][CH:43]=2)=[O:41])[CH2:38][CH2:37]1.C(=O)([O-])[O-].[Na+].[Na+]. (2) Given the product [C:24]([O:1][CH2:2][C@H:3]1[CH2:4][C@@H:5]([NH:7][C:8]([O:9][C:10]([CH3:11])([CH3:13])[CH3:12])=[O:14])[CH2:6]1)(=[O:26])[CH3:25], predict the reactants needed to synthesize it. The reactants are: [OH:1][CH2:2][C@@H:3]1[CH2:6][C@H:5]([NH:7][C:8](=[O:14])[O:9][C:10]([CH3:13])([CH3:12])[CH3:11])[CH2:4]1.CCN(C(C)C)C(C)C.[C:24](OC(=O)C)(=[O:26])[CH3:25]. (3) Given the product [C:38]([O:42][C:43]([N:45]1[CH2:49][CH2:48][CH2:47][CH:46]1[C:50]1[NH:54][C:53]2[CH:55]=[C:56]([C:26]3[S:25][C:24]([C:21]4[CH:22]=[CH:23][C:18]([C:15]5[NH:14][C:13]([CH:9]6[CH2:10][CH2:11][CH2:12][N:8]6[CH:6]=[O:5])=[N:17][CH:16]=5)=[CH:19][CH:20]=4)=[CH:28][CH:27]=3)[CH:57]=[CH:58][C:52]=2[N:51]=1)=[O:44])([CH3:41])([CH3:40])[CH3:39], predict the reactants needed to synthesize it. The reactants are: C([O:5][C:6]([N:8]1[CH2:12][CH2:11][CH2:10][CH:9]1[C:13]1[NH:14][C:15]([C:18]2[CH:23]=[CH:22][C:21]([C:24]3[S:25][C:26](B4OC(C)(C)C(C)(C)O4)=[CH:27][CH:28]=3)=[CH:20][CH:19]=2)=[CH:16][N:17]=1)=O)(C)(C)C.[C:38]([O:42][C:43]([N:45]1[CH2:49][CH2:48][CH2:47][CH:46]1[C:50]1[NH:54][C:53]2[CH:55]=[C:56](Br)[CH:57]=[CH:58][C:52]=2[N:51]=1)=[O:44])([CH3:41])([CH3:40])[CH3:39]. (4) Given the product [CH3:9][C@@H:10]1[N:15]([CH3:16])[CH2:14][CH2:13][N:12]([CH2:17][CH2:18][O:19][C:2]2[CH:7]=[CH:6][N:5]=[C:4]([NH2:8])[CH:3]=2)[CH2:11]1, predict the reactants needed to synthesize it. The reactants are: Cl[C:2]1[CH:7]=[CH:6][N:5]=[C:4]([NH2:8])[CH:3]=1.[CH3:9][C@@H:10]1[N:15]([CH3:16])[CH2:14][CH2:13][N:12]([CH2:17][CH2:18][OH:19])[CH2:11]1.[OH-].[K+]. (5) The reactants are: [CH3:1][O:2][CH2:3][CH:4]1[CH2:8][CH2:7][CH2:6][NH:5]1.CCN(C(C)C)C(C)C.[C:18]([C:20]1[CH:21]=[C:22]([CH3:27])[C:23](F)=[N:24][CH:25]=1)#[N:19]. Given the product [CH3:1][O:2][CH2:3][CH:4]1[CH2:8][CH2:7][CH2:6][N:5]1[C:23]1[C:22]([CH3:27])=[CH:21][C:20]([C:18]#[N:19])=[CH:25][N:24]=1, predict the reactants needed to synthesize it. (6) Given the product [CH3:11][C:9]1[NH:8][C:5]2=[N:6][CH:7]=[C:2]([C:18]([O:20][CH2:21][CH3:22])=[O:19])[CH:3]=[C:4]2[CH:10]=1, predict the reactants needed to synthesize it. The reactants are: Br[C:2]1[CH:3]=[C:4]2[CH:10]=[C:9]([CH3:11])[NH:8][C:5]2=[N:6][CH:7]=1.C([Li])CCC.Cl[C:18]([O:20][CH2:21][CH3:22])=[O:19]. (7) Given the product [NH2:29][C:24]1[N:25]=[C:26]([NH:1][C:2]2[CH:19]=[CH:18][C:5]([O:6][C:7]3[CH:12]=[CH:11][N:10]=[C:9]4[NH:13][CH:14]=[C:15]([C:16]#[N:17])[C:8]=34)=[C:4]([F:20])[CH:3]=2)[CH:27]=[C:22]([Cl:21])[N:23]=1, predict the reactants needed to synthesize it. The reactants are: [NH2:1][C:2]1[CH:19]=[CH:18][C:5]([O:6][C:7]2[CH:12]=[CH:11][N:10]=[C:9]3[NH:13][CH:14]=[C:15]([C:16]#[N:17])[C:8]=23)=[C:4]([F:20])[CH:3]=1.[Cl:21][C:22]1[CH:27]=[C:26](Cl)[N:25]=[C:24]([NH2:29])[N:23]=1.Cl.[OH-].[Na+].